From a dataset of Catalyst prediction with 721,799 reactions and 888 catalyst types from USPTO. Predict which catalyst facilitates the given reaction. (1) Reactant: Cl[C:2]1[CH:8]=[CH:7][C:6]([N+:9]([O-:11])=[O:10])=[CH:5][C:3]=1[NH2:4].C(=O)([O-])[O-].[K+].[K+].[SH:18][CH2:19][CH2:20][OH:21]. Product: [NH2:4][C:3]1[CH:5]=[C:6]([N+:9]([O-:11])=[O:10])[CH:7]=[CH:8][C:2]=1[S:18][CH2:19][CH2:20][OH:21]. The catalyst class is: 39. (2) Reactant: [Cl:1][C:2]1[CH:3]=[C:4]([C:24]2[N:32]=[C:31]([CH3:33])[N:30]=[C:29]3[C:25]=2[N:26]=[CH:27][N:28]3C2CCCCO2)[C:5]([NH:8][C:9]2[C:10]3[CH:11]=[N:12][N:13](C4CCCCO4)[C:14]=3[CH:15]=[CH:16][CH:17]=2)=[N:6][CH:7]=1.C12(CS(O)(=O)=O)C(C)(C)C(CC1)CC2=O. Product: [Cl:1][C:2]1[CH:3]=[C:4]([C:24]2[N:32]=[C:31]([CH3:33])[N:30]=[C:29]3[C:25]=2[N:26]=[CH:27][NH:28]3)[C:5]([NH:8][C:9]2[C:10]3[CH:11]=[N:12][NH:13][C:14]=3[CH:15]=[CH:16][CH:17]=2)=[N:6][CH:7]=1. The catalyst class is: 61. (3) Reactant: [OH:1][C:2]1[CH:16]=[C:15]([O:17][CH3:18])[C:14]([O:19][CH3:20])=[CH:13][C:3]=1[C:4]([O:6]C1C=CC=CC=1)=O.[NH2:21][C:22]1[S:23][CH:24]=[C:25]([C:27]([O:29][CH3:30])=[O:28])[N:26]=1.CO. Product: [CH3:30][O:29][C:27]([C:25]1[N:26]=[C:22]([NH:21][C:4](=[O:6])[C:3]2[CH:13]=[C:14]([O:19][CH3:20])[C:15]([O:17][CH3:18])=[CH:16][C:2]=2[OH:1])[S:23][CH:24]=1)=[O:28]. The catalyst class is: 113. (4) The catalyst class is: 5. Product: [F:3][C:4]1[C:9]2[N:10]([CH3:14])[C:11](=[O:13])[O:12][C:8]=2[CH:7]=[C:6]([N:15]2[CH2:19][C@H:18]([C:20]([NH:2][CH3:1])=[O:22])[O:17][C:16]2=[O:24])[CH:5]=1. Reactant: [CH3:1][NH2:2].[F:3][C:4]1[C:9]2[N:10]([CH3:14])[C:11](=[O:13])[O:12][C:8]=2[CH:7]=[C:6]([N:15]2[CH2:19][C@H:18]([C:20]([O:22]C)=O)[O:17][C:16]2=[O:24])[CH:5]=1. (5) Reactant: CS(O[CH2:6][C:7]1[CH:12]=[CH:11][C:10]([F:13])=[C:9]([Br:14])[CH:8]=1)(=O)=O.[C-:15]#[N:16].[Na+]. Product: [Br:14][C:9]1[CH:8]=[C:7]([CH2:6][C:15]#[N:16])[CH:12]=[CH:11][C:10]=1[F:13]. The catalyst class is: 3. (6) Reactant: [Cl:1][C:2]1[C:3]([F:9])=[C:4]([CH:6]=[CH:7][CH:8]=1)[NH2:5].C(O[C:13]([CH3:23])=[C:14]([N+:20]([O-:22])=[O:21])[C:15]([O:17][CH2:18][CH3:19])=[O:16])C. Product: [Cl:1][C:2]1[C:3]([F:9])=[C:4]([NH:5][C:13]([CH3:23])=[C:14]([N+:20]([O-:22])=[O:21])[C:15]([O:17][CH2:18][CH3:19])=[O:16])[CH:6]=[CH:7][CH:8]=1. The catalyst class is: 653.